From a dataset of Aqueous solubility values for 9,982 compounds from the AqSolDB database. Regression/Classification. Given a drug SMILES string, predict its absorption, distribution, metabolism, or excretion properties. Task type varies by dataset: regression for continuous measurements (e.g., permeability, clearance, half-life) or binary classification for categorical outcomes (e.g., BBB penetration, CYP inhibition). For this dataset (solubility_aqsoldb), we predict Y. (1) The molecule is Nc1c(N=Nc2ccc(S(=O)(=O)CCOS(=O)(=O)[O-])cc2)c(S(=O)(=O)[O-])cc2c1C(=O)/C(=N\Nc1ccc(S(=O)(=O)CCOS(=O)(=O)[O-])cc1)C(S(=O)(=O)[O-])=C2.[Na+].[Na+].[Na+].[Na+]. The Y is -0.255 log mol/L. (2) The drug is C=CC(=O)OCC1(CC)COCOC1. The Y is -1.33 log mol/L. (3) The drug is NCCO.O=C(O)CS. The Y is 0.815 log mol/L. (4) The molecule is [La]. The Y is 0.947 log mol/L. (5) The compound is CC1=C(C=O)C(C)(C)CC=C1. The Y is -2.47 log mol/L. (6) The drug is O=c1c(O)c(-c2ccc(O)c(O)c2)oc2cc(O)cc(O)c12. The Y is -1.99 log mol/L. (7) The molecule is CC(=O)CC(=O)OCCOC(=O)CC(C)=O. The Y is -0.0338 log mol/L.